Dataset: Full USPTO retrosynthesis dataset with 1.9M reactions from patents (1976-2016). Task: Predict the reactants needed to synthesize the given product. The reactants are: [CH3:1][C:2]1([C:7]2[O:11][C:10]([CH2:12][N:13]3[N:17]=[C:16]([NH2:18])[CH:15]=[N:14]3)=[CH:9][CH:8]=2)[O:6]CCO1.[CH:19]([C:22]1[O:23][C:24]([C:30]2[CH:35]=[CH:34][CH:33]=[CH:32][CH:31]=2)=[C:25]([C:27](O)=[O:28])[N:26]=1)([CH3:21])[CH3:20]. Given the product [C:2]([C:7]1[O:11][C:10]([CH2:12][N:13]2[N:17]=[C:16]([NH:18][C:27]([C:25]3[N:26]=[C:22]([CH:19]([CH3:21])[CH3:20])[O:23][C:24]=3[C:30]3[CH:31]=[CH:32][CH:33]=[CH:34][CH:35]=3)=[O:28])[CH:15]=[N:14]2)=[CH:9][CH:8]=1)(=[O:6])[CH3:1], predict the reactants needed to synthesize it.